Predict the reaction yield, written as a fraction of the theoretical maximum amount of product (1.0 means a 100% yield; for example, 0.34 means a 34% yield). From a dataset of Reaction yield outcomes from USPTO patents with 853,638 reactions. (1) The reactants are C(S)CCCCCCCCCCC.CC(N=NC(C#N)(C)C)(C#N)C.C([O:31][CH:32]1[CH2:37][CH2:36][CH:35]([C:38]([OH:47])([C:43]([F:46])([F:45])[F:44])[C:39]([F:42])([F:41])[F:40])[CH:34]([OH:48])[CH2:33]1)(=O)C(C)=C. The catalyst is CC(=O)CC. The product is [F:40][C:39]([F:41])([F:42])[C:38]([CH:35]1[CH2:36][CH2:37][CH:32]([OH:31])[CH2:33][CH:34]1[OH:48])([OH:47])[C:43]([F:44])([F:46])[F:45]. The yield is 0.710. (2) The reactants are [CH3:1][O:2][C:3](=[O:14])[CH2:4][O:5][C:6]1[CH:11]=[CH:10][C:9]([CH:12]=[O:13])=[CH:8][CH:7]=1.[B-].[Na+].Cl. The catalyst is CO. The product is [CH3:1][O:2][C:3](=[O:14])[CH2:4][O:5][C:6]1[CH:11]=[CH:10][C:9]([CH2:12][OH:13])=[CH:8][CH:7]=1. The yield is 0.620. (3) The reactants are [C:1]([O:5][C:6]([NH:8][C:9]1[S:13][CH:12]=[N:11][C:10]=1[C:14]([O:16][CH2:17][CH3:18])=[O:15])=[O:7])([CH3:4])([CH3:3])[CH3:2].C1C(=O)N([Br:26])C(=O)C1. The catalyst is C(Cl)Cl. The product is [Br:26][C:12]1[S:13][C:9]([NH:8][C:6]([O:5][C:1]([CH3:4])([CH3:3])[CH3:2])=[O:7])=[C:10]([C:14]([O:16][CH2:17][CH3:18])=[O:15])[N:11]=1. The yield is 1.00. (4) The reactants are Br[C:2]1[CH:8]=[CH:7][CH:6]=[CH:5][C:3]=1[NH2:4].[O:9]1[CH:13]=[CH:12][CH:11]=[C:10]1B(O)O.C([O-])([O-])=O.[Na+].[Na+].C([O-])(O)=O.[Na+]. The catalyst is C1C=CC([P]([Pd]([P](C2C=CC=CC=2)(C2C=CC=CC=2)C2C=CC=CC=2)([P](C2C=CC=CC=2)(C2C=CC=CC=2)C2C=CC=CC=2)[P](C2C=CC=CC=2)(C2C=CC=CC=2)C2C=CC=CC=2)(C2C=CC=CC=2)C2C=CC=CC=2)=CC=1.C(OCC)(=O)C.C1(C)C=CC=CC=1.C(O)C. The product is [O:9]1[CH:13]=[CH:12][CH:11]=[C:10]1[C:2]1[CH:8]=[CH:7][CH:6]=[CH:5][C:3]=1[NH2:4]. The yield is 0.510. (5) The reactants are [OH-].[K+].[CH3:3][C@@H:4]1[CH2:8][CH2:7][C:6](=O)[CH:5]1[C:10]([O:12]CC)=O.[NH2:15][C:16]([NH2:18])=[S:17]. The catalyst is O.C(O)C. The product is [SH:17][C:16]1[N:15]=[C:10]([OH:12])[C:5]2[C@H:4]([CH3:3])[CH2:8][CH2:7][C:6]=2[N:18]=1. The yield is 0.560. (6) The reactants are [F:1][C:2]1[C:7]([C:8]2[N:12](S(C3C=CC=CC=3)(=O)=O)[CH:11]=[C:10]([CH:22]=[O:23])[CH:9]=2)=[CH:6][CH:5]=[CH:4][N:3]=1.[OH-].[Na+]. The catalyst is CO.O1CCCC1.[Cl-].[Na+].O. The product is [F:1][C:2]1[C:7]([C:8]2[NH:12][CH:11]=[C:10]([CH:22]=[O:23])[CH:9]=2)=[CH:6][CH:5]=[CH:4][N:3]=1. The yield is 0.790.